This data is from Catalyst prediction with 721,799 reactions and 888 catalyst types from USPTO. The task is: Predict which catalyst facilitates the given reaction. (1) Reactant: CO[C:3]1[CH:12]=[CH:11]C2[C:5](=[CH:6]C=CC=2)[C:4]=1[O:13]C.[O:15]=[N+]([O-])[O-].[O-][N+](=O)[O-].[O-][N+](=O)[O-].[O-][N+](=O)[O-].[O-][N+](=O)[O-].[O-][N+](=O)[O-].[Ce+4].[NH4+].[NH4+]. Product: [C:4]([O-:13])(=[O:15])[CH3:5].[CH3:11][CH2:12][CH2:3][CH2:4][CH2:5][CH3:6]. The catalyst class is: 144. (2) Reactant: [F:1][CH:2]([F:53])[C:3]1[C:11]2[C:10]([F:13])([F:12])[CH2:9][CH2:8][C:7]([F:15])([F:14])[C:6]=2[N:5]([CH2:16][C:17]([NH:19][C@H:20]([C:30]2[C:35]([C:36]3[CH:37]=[CH:38][C:39]([F:45])=[C:40]([CH:44]=3)[C:41]([NH2:43])=[O:42])=[CH:34][N:33]=[C:32]([N:46]3[CH2:51][CH2:50][C:49](=[O:52])[CH2:48][CH2:47]3)[N:31]=2)[CH2:21][C:22]2[CH:27]=[C:26]([F:28])[CH:25]=[C:24]([F:29])[CH:23]=2)=[O:18])[N:4]=1.C(O)(=O)C.C(O[BH-](OC(=O)C)OC(=O)C)(=O)C.[Na+].CCOC(C)=O. Product: [F:53][CH:2]([F:1])[C:3]1[C:11]2[C:10]([F:12])([F:13])[CH2:9][CH2:8][C:7]([F:14])([F:15])[C:6]=2[N:5]([CH2:16][C:17]([NH:19][C@H:20]([C:30]2[C:35]([C:36]3[CH:37]=[CH:38][C:39]([F:45])=[C:40]([CH:44]=3)[C:41]([NH2:43])=[O:42])=[CH:34][N:33]=[C:32]([N:46]3[CH2:47][CH2:48][CH:49]([OH:52])[CH2:50][CH2:51]3)[N:31]=2)[CH2:21][C:22]2[CH:27]=[C:26]([F:28])[CH:25]=[C:24]([F:29])[CH:23]=2)=[O:18])[N:4]=1. The catalyst class is: 325. (3) Reactant: [C:1]([C:3]1[CH:4]=[C:5]2[C:9](=[CH:10][CH:11]=1)[N:8]([CH2:12][CH2:13][C:14]([NH:17][CH2:18][C@@H:19]([C:21]1[CH:22]=[C:23]([NH:27][S:28]([C:31]3[CH:36]=[CH:35][CH:34]=[CH:33][CH:32]=3)(=[O:30])=[O:29])[CH:24]=[CH:25][CH:26]=1)[OH:20])([CH3:16])[CH3:15])[CH:7]=[CH:6]2)#[N:2].C([Sn]([N:50]=[N+:51]=[N-:52])(CCCC)CCCC)CCC. Product: [CH3:16][C:14]([NH:17][CH2:18][C@@H:19]([C:21]1[CH:22]=[C:23]([NH:27][S:28]([C:31]2[CH:36]=[CH:35][CH:34]=[CH:33][CH:32]=2)(=[O:30])=[O:29])[CH:24]=[CH:25][CH:26]=1)[OH:20])([CH3:15])[CH2:13][CH2:12][N:8]1[C:9]2[C:5](=[CH:4][C:3]([C:1]3[NH:52][N:51]=[N:50][N:2]=3)=[CH:11][CH:10]=2)[CH:6]=[CH:7]1. The catalyst class is: 11. (4) Reactant: [O:1]=[C:2]([CH2:6][C:7]1[CH:12]=[CH:11][CH:10]=[CH:9][CH:8]=1)[C:3]([OH:5])=[O:4].[CH2:13]1CCN2C(=NCCC2)CC1.IC.Cl. Product: [O:1]=[C:2]([CH2:6][C:7]1[CH:12]=[CH:11][CH:10]=[CH:9][CH:8]=1)[C:3]([O:5][CH3:13])=[O:4]. The catalyst class is: 3. (5) Reactant: [OH:1][C:2]1[C:11]2[C:6](=[CH:7][CH:8]=[C:9]([CH3:12])[CH:10]=2)[C:5]([CH3:14])([CH3:13])[C:4](=[O:15])[C:3]=1[C:16](OCC)=[O:17].C(N(C(C)C)C(C)C)C.Cl.[NH2:31][CH2:32][C:33]([O:35][C:36]([CH3:39])([CH3:38])[CH3:37])=[O:34]. Product: [CH3:12][C:9]1[CH:10]=[C:11]2[C:6](=[CH:7][CH:8]=1)[C:5]([CH3:13])([CH3:14])[C:4](=[O:15])[C:3]([C:16]([NH:31][CH2:32][C:33]([O:35][C:36]([CH3:39])([CH3:38])[CH3:37])=[O:34])=[O:17])=[C:2]2[OH:1]. The catalyst class is: 225. (6) Reactant: [CH3:1][N:2]([CH3:16])[C:3]1[C:11]2[CH:10]=[C:9]([C:12]([O:14]C)=[O:13])[S:8][C:7]=2[CH:6]=[CH:5][CH:4]=1.O.[OH-].[Li+].O.CO. Product: [CH3:1][N:2]([CH3:16])[C:3]1[C:11]2[CH:10]=[C:9]([C:12]([OH:14])=[O:13])[S:8][C:7]=2[CH:6]=[CH:5][CH:4]=1. The catalyst class is: 15.